From a dataset of Peptide-MHC class I binding affinity with 185,985 pairs from IEDB/IMGT. Regression. Given a peptide amino acid sequence and an MHC pseudo amino acid sequence, predict their binding affinity value. This is MHC class I binding data. (1) The peptide sequence is AVLLHEESM. The MHC is HLA-A03:01 with pseudo-sequence HLA-A03:01. The binding affinity (normalized) is 0. (2) The peptide sequence is TSTVEEQIQW. The MHC is HLA-B53:01 with pseudo-sequence HLA-B53:01. The binding affinity (normalized) is 0.395. (3) The binding affinity (normalized) is 0.0847. The MHC is HLA-B18:01 with pseudo-sequence HLA-B18:01. The peptide sequence is SRWAISHWL. (4) The peptide sequence is KRWIIMGLNK. The MHC is Mamu-B03 with pseudo-sequence Mamu-B03. The binding affinity (normalized) is 0.805. (5) The peptide sequence is TQSPVSVGF. The MHC is HLA-A01:01 with pseudo-sequence HLA-A01:01. The binding affinity (normalized) is 0.213. (6) The peptide sequence is RIQRRDDVDR. The MHC is HLA-A03:01 with pseudo-sequence HLA-A03:01. The binding affinity (normalized) is 0. (7) The peptide sequence is KCRVKMEKL. The MHC is HLA-B27:05 with pseudo-sequence HLA-B27:05. The binding affinity (normalized) is 0.0847. (8) The peptide sequence is DAYRRIHSL. The MHC is HLA-A23:01 with pseudo-sequence HLA-A23:01. The binding affinity (normalized) is 0. (9) The peptide sequence is KSSKYYIKN. The MHC is HLA-A24:02 with pseudo-sequence HLA-A24:02. The binding affinity (normalized) is 0.